Task: Predict the reactants needed to synthesize the given product.. Dataset: Full USPTO retrosynthesis dataset with 1.9M reactions from patents (1976-2016) (1) The reactants are: [CH2:1]([O:8][C:9]1[CH:14]=[C:13]([O:15][CH3:16])[CH:12]=[CH:11][C:10]=1[CH:17]1[CH2:21][NH:20][C:19](=[O:22])[CH2:18]1)[C:2]1[CH:7]=[CH:6][CH:5]=[CH:4][CH:3]=1.P([O-])([O-])([O-])=O.[K+].[K+].[K+].Br[C:32]1[CH:33]=[C:34]([CH:37]=[CH:38][CH:39]=1)[C:35]#[N:36].[C@@H]1(N)CCCC[C@H]1N. Given the product [CH2:1]([O:8][C:9]1[CH:14]=[C:13]([O:15][CH3:16])[CH:12]=[CH:11][C:10]=1[CH:17]1[CH2:21][N:20]([C:32]2[CH:33]=[C:34]([CH:37]=[CH:38][CH:39]=2)[C:35]#[N:36])[C:19](=[O:22])[CH2:18]1)[C:2]1[CH:3]=[CH:4][CH:5]=[CH:6][CH:7]=1, predict the reactants needed to synthesize it. (2) Given the product [Cl:23][CH:24]([Cl:40])[C:25]([NH:27][C@H:28]([CH2:38][F:39])[C@@H:29]([C:30]1[CH:31]=[CH:32][C:33]([C:12]2[CH:17]=[N:16][C:15]([CH2:18][CH2:19][C:20]#[N:21])=[CH:14][CH:13]=2)=[CH:34][CH:35]=1)[OH:37])=[O:26], predict the reactants needed to synthesize it. The reactants are: ClCCl.CC1(C)C(C)(C)OB([C:12]2[CH:13]=[CH:14][C:15]([CH2:18][CH2:19][C:20]#[N:21])=[N:16][CH:17]=2)O1.[Cl:23][CH:24]([Cl:40])[C:25]([NH:27][C@H:28]([CH2:38][F:39])[C@H:29]([OH:37])[C:30]1[CH:35]=[CH:34][C:33](I)=[CH:32][CH:31]=1)=[O:26].C(=O)([O-])[O-].[Cs+].[Cs+]. (3) Given the product [C:1]([C:3]1[C:11]2[C:6](=[C:7]([N+:13]([O-:15])=[O:14])[CH:8]=[CH:9][C:10]=2[CH3:12])[NH:5][CH:4]=1)#[N:19], predict the reactants needed to synthesize it. The reactants are: [CH:1]([C:3]1[C:11]2[C:6](=[C:7]([N+:13]([O-:15])=[O:14])[CH:8]=[CH:9][C:10]=2[CH3:12])[NH:5][CH:4]=1)=O.Cl.NO.[N:19]1C=CC=CC=1.C(N1C=CN=C1)(N1C=CN=C1)=O.C(N(CC)CC)C. (4) The reactants are: [C:1]([OH:7])([C:3]([F:6])([F:5])[F:4])=[O:2].[C:8](#[N:10])[CH3:9]. Given the product [C:8](#[N:10])[CH3:9].[C:1]([OH:7])([C:3]([F:6])([F:5])[F:4])=[O:2], predict the reactants needed to synthesize it. (5) Given the product [CH:13]1([NH2:17])[CH2:14][CH2:15][CH2:16][CH:9]([NH2:8])[CH2:10][CH2:11][CH2:12]1, predict the reactants needed to synthesize it. The reactants are: C([NH:8][CH:9]1[CH2:16][CH2:15][CH2:14][CH:13]([NH:17]CC2C=CC=CC=2)[CH2:12][CH2:11][CH2:10]1)C1C=CC=CC=1.C(O)(=O)C.